From a dataset of HIV replication inhibition screening data with 41,000+ compounds from the AIDS Antiviral Screen. Binary Classification. Given a drug SMILES string, predict its activity (active/inactive) in a high-throughput screening assay against a specified biological target. (1) The compound is Cc1cccc(NC(=O)Nc2cccc(Cl)c2Cl)n1. The result is 0 (inactive). (2) The drug is O=C(CC12C3C4C1C1C2C3C41CC(=O)NO)NO. The result is 0 (inactive). (3) The drug is O=C1C=CSc2ccccc2N1. The result is 0 (inactive). (4) The drug is N=C1Nc2ccccc2Sc2nccn21. The result is 0 (inactive).